From a dataset of Full USPTO retrosynthesis dataset with 1.9M reactions from patents (1976-2016). Predict the reactants needed to synthesize the given product. (1) Given the product [CH2:31]([CH:29]1[CH2:28][C:27](=[O:26])[CH2:33][CH2:34][CH:25]([C:24]2[N:20]([CH3:19])[N:21]=[CH:22][C:23]=2[N+:35]([O-:37])=[O:36])[O:32]1)[CH3:30], predict the reactants needed to synthesize it. The reactants are: CC1CC(=O)CCC(C2N(C)N=CC=2[N+]([O-])=O)O1.[CH3:19][N:20]1[C:24]([CH:25]2[O:32][C:29]3([CH2:31][CH2:30]3)[CH2:28][CH:27]([CH2:33][CH3:34])[O:26]2)=[C:23]([N+:35]([O-:37])=[O:36])[CH:22]=[N:21]1. (2) Given the product [CH:1]1([C:4]2[N:5]=[C:6]3[CH:11]=[CH:10][C:9]([N:12]4[CH:17]=[CH:16][C:15]([O:18][CH2:27][C:24]5[CH:25]=[CH:26][S:22][CH:23]=5)=[CH:14][C:13]4=[O:19])=[CH:8][N:7]3[C:20]=2[CH3:21])[CH2:3][CH2:2]1, predict the reactants needed to synthesize it. The reactants are: [CH:1]1([C:4]2[N:5]=[C:6]3[CH:11]=[CH:10][C:9]([N:12]4[CH:17]=[CH:16][C:15]([OH:18])=[CH:14][C:13]4=[O:19])=[CH:8][N:7]3[C:20]=2[CH3:21])[CH2:3][CH2:2]1.[S:22]1[CH:26]=[CH:25][C:24]([CH2:27]O)=[CH:23]1.C(P(CCCC)CCCC)CCC.N(C(N1CCCCC1)=O)=NC(N1CCCCC1)=O. (3) Given the product [NH2:27][C:36]1[S:37][C@:38]2([C:53]([NH2:54])=[O:55])[C@H:40]([C@:41]([C:44]3[C:45]([O:51][CH3:52])=[N:46][CH:47]=[C:48]([Br:50])[CH:49]=3)([CH3:43])[N:42]=1)[CH2:39]2, predict the reactants needed to synthesize it. The reactants are: BrC1C=CC(F)=C([C@]2(C)[C@H]3[C@](C(F)F)(C3)SC(N)=N2)C=1.C(OC(=O)[N:27]([C:36]1[S:37][C@:38]2([C:53](=[O:55])[NH2:54])[C@H:40]([C@:41]([C:44]3[C:45]([O:51][CH3:52])=[N:46][CH:47]=[C:48]([Br:50])[CH:49]=3)([CH3:43])[N:42]=1)[CH2:39]2)COCC[Si](C)(C)C)(C)(C)C. (4) Given the product [N:1]1[N:2]([C:6]2[CH:23]=[CH:22][CH:21]=[CH:20][C:7]=2[C:8]([N:10]2[CH2:11][C@H:12]([C:17]3[O:29][CH:27]=[C:26]([C:25]4[CH:22]=[CH:23][CH:6]=[CH:7][CH:8]=4)[N:18]=3)[CH2:13][CH2:14][C@H:15]2[CH3:16])=[O:9])[N:3]=[CH:4][CH:5]=1, predict the reactants needed to synthesize it. The reactants are: [N:1]1[N:2]([C:6]2[CH:23]=[CH:22][CH:21]=[CH:20][C:7]=2[C:8]([N:10]2[C@H:15]([CH3:16])[CH2:14][CH2:13][C@@H:12]([C:17](=S)[NH2:18])[CH2:11]2)=[O:9])[N:3]=[CH:4][CH:5]=1.Br[CH2:25][C:26](=O)[C:27]([O:29]CC)=O.[Na+].[I-]. (5) Given the product [NH:3]1[CH2:4][CH2:5][N:1]=[C:2]1[C:6]1[CH:7]=[CH:8][C:9]([CH2:12][CH2:13][NH:14][C:39]([C:37]2[O:36][N:35]=[C:34]([CH2:33][N:31]([S:28]([C:24]3[C:23]([CH3:44])=[CH:22][C:21]([O:20][CH3:19])=[CH:26][C:25]=3[CH3:27])(=[O:30])=[O:29])[CH3:32])[N:38]=2)=[O:40])=[CH:10][CH:11]=1, predict the reactants needed to synthesize it. The reactants are: [NH:1]1[CH2:5][CH2:4][N:3]=[C:2]1[C:6]1[CH:11]=[CH:10][C:9]([CH2:12][CH2:13][NH2:14])=[CH:8][CH:7]=1.C[Al](C)C.[CH3:19][O:20][C:21]1[CH:26]=[C:25]([CH3:27])[C:24]([S:28]([N:31]([CH2:33][C:34]2[N:38]=[C:37]([C:39](OCC)=[O:40])[O:36][N:35]=2)[CH3:32])(=[O:30])=[O:29])=[C:23]([CH3:44])[CH:22]=1.ClCCCl. (6) Given the product [C:19]12([NH:29][CH2:11][C:10]3[CH:13]=[CH:14][C:7]([O:6][CH2:5][C:4]4[CH:15]=[CH:16][CH:17]=[CH:18][C:3]=4[O:2][CH3:1])=[CH:8][CH:9]=3)[CH2:26][CH:25]3[CH2:24][CH:23]([CH2:22][CH:21]([CH2:27]3)[CH2:20]1)[CH2:28]2, predict the reactants needed to synthesize it. The reactants are: [CH3:1][O:2][C:3]1[CH:18]=[CH:17][CH:16]=[CH:15][C:4]=1[CH2:5][O:6][C:7]1[CH:14]=[CH:13][C:10]([CH:11]=O)=[CH:9][CH:8]=1.[C:19]12([NH2:29])[CH2:28][CH:23]3[CH2:24][CH:25]([CH2:27][CH:21]([CH2:22]3)[CH2:20]1)[CH2:26]2.